From a dataset of Cav3 T-type calcium channel HTS with 100,875 compounds. Binary Classification. Given a drug SMILES string, predict its activity (active/inactive) in a high-throughput screening assay against a specified biological target. The compound is S(c1n(CCc2ccccc2)c2c(n(c(=O)[nH]c2=O)C)n1)C(C)C. The result is 0 (inactive).